Dataset: Catalyst prediction with 721,799 reactions and 888 catalyst types from USPTO. Task: Predict which catalyst facilitates the given reaction. Reactant: [CH3:1][CH2:2][O-:3].[Na+].[CH3:5][CH2:6][OH:7].[Br-].C(OC(C[P+](C1C=CC=CC=1)(C1C=CC=CC=1)C1C=CC=CC=1)=O)C.[CH3:34][CH2:35][CH2:36][CH2:37][CH2:38][CH2:39][CH2:40][CH2:41][CH2:42][CH2:43][CH2:44][CH:45]=O. Product: [C:2]([O:7][CH2:6][CH3:5])(=[O:3])[CH:1]=[CH:45][CH2:44][CH2:43][CH2:42][CH2:41][CH2:40][CH2:39][CH2:38][CH2:37][CH2:36][CH2:35][CH3:34]. The catalyst class is: 2.